Dataset: Forward reaction prediction with 1.9M reactions from USPTO patents (1976-2016). Task: Predict the product of the given reaction. Given the reactants ClC1C=C2CN(C(OC(C)(C)C)=O)[C@@H](C(C)C)C2=NC=1.CS(O[CH:26]([C:28]1[C:29]([C@@H:35]([NH:39][C:40]([O:42][C:43]([CH3:46])([CH3:45])[CH3:44])=[O:41])[CH:36]([CH3:38])[CH3:37])=[N:30][CH:31]=[C:32]([Cl:34])[CH:33]=1)[CH3:27])(=O)=O, predict the reaction product. The product is: [Cl:34][C:32]1[CH:33]=[C:28]2[CH:26]([CH3:27])[N:39]([C:40]([O:42][C:43]([CH3:46])([CH3:45])[CH3:44])=[O:41])[C@@H:35]([CH:36]([CH3:38])[CH3:37])[C:29]2=[N:30][CH:31]=1.